This data is from Full USPTO retrosynthesis dataset with 1.9M reactions from patents (1976-2016). The task is: Predict the reactants needed to synthesize the given product. (1) Given the product [CH2:1]([C:5]1[CH:6]=[CH:7][C:8]([C:9]([NH:41][CH:29]([CH2:30][C:31]2[CH:36]=[CH:35][C:34]([C:37]([F:40])([F:38])[F:39])=[CH:33][CH:32]=2)[CH:28]([C:25]2[CH:26]=[CH:27][C:22]([F:21])=[CH:23][CH:24]=2)[OH:42])=[O:11])=[CH:12][CH:13]=1)[CH2:2][CH2:3][CH3:4], predict the reactants needed to synthesize it. The reactants are: [CH2:1]([C:5]1[CH:13]=[CH:12][C:8]([C:9]([OH:11])=O)=[CH:7][CH:6]=1)[CH2:2][CH2:3][CH3:4].C(Cl)(=O)C(Cl)=O.Cl.[F:21][C:22]1[CH:27]=[CH:26][C:25]([CH:28]([OH:42])[CH:29]([NH2:41])[CH2:30][C:31]2[CH:36]=[CH:35][C:34]([C:37]([F:40])([F:39])[F:38])=[CH:33][CH:32]=2)=[CH:24][CH:23]=1.C(=O)([O-])O.[Na+]. (2) Given the product [CH:1]([C@@H:4]1[CH2:16][CH2:15][C@@H:14]([CH3:17])[CH2:13][C:5]21[CH:7]([C:8]([OH:10])=[O:9])[CH2:6]2)([CH3:3])[CH3:2], predict the reactants needed to synthesize it. The reactants are: [CH:1]([C@@H:4]1[CH2:16][CH2:15][C@@H:14]([CH3:17])[CH2:13][C:5]21[CH:7]([C:8]([O:10]CC)=[O:9])[CH2:6]2)([CH3:3])[CH3:2].C1(C(OCC)=O)C2(CCCCC2)C1. (3) Given the product [Br:25][C:26]1[CH:33]=[CH:32][C:29]([C:30](=[NH:31])[NH:35][OH:36])=[C:28]([F:34])[CH:27]=1, predict the reactants needed to synthesize it. The reactants are: BrC1C=CC2C3N(C=C(C4N(C(C)C)N=C(C)N=4)N=3)CCOC=2C=1.[Br:25][C:26]1[CH:33]=[CH:32][C:29]([C:30]#[N:31])=[C:28]([F:34])[CH:27]=1.[NH2:35][OH:36]. (4) Given the product [Br:1][C:2]1[CH:3]=[C:4]([O:9][C:10]2[C:15]([F:16])=[C:14]([CH2:17][Br:26])[CH:13]=[CH:12][C:11]=2[Cl:18])[CH:5]=[C:6]([Cl:8])[CH:7]=1, predict the reactants needed to synthesize it. The reactants are: [Br:1][C:2]1[CH:3]=[C:4]([O:9][C:10]2[C:15]([F:16])=[C:14]([CH3:17])[CH:13]=[CH:12][C:11]=2[Cl:18])[CH:5]=[C:6]([Cl:8])[CH:7]=1.C1C(=O)N([Br:26])C(=O)C1.